From a dataset of Peptide-MHC class I binding affinity with 185,985 pairs from IEDB/IMGT. Regression. Given a peptide amino acid sequence and an MHC pseudo amino acid sequence, predict their binding affinity value. This is MHC class I binding data. (1) The peptide sequence is LGNQLLIAI. The MHC is Mamu-B3901 with pseudo-sequence Mamu-B3901. The binding affinity (normalized) is 0.401. (2) The peptide sequence is MWSFNPETNI. The MHC is HLA-A24:02 with pseudo-sequence HLA-A24:02. The binding affinity (normalized) is 0.417.